Dataset: Full USPTO retrosynthesis dataset with 1.9M reactions from patents (1976-2016). Task: Predict the reactants needed to synthesize the given product. Given the product [Br:1][C:2]1[CH:3]=[C:4]([CH:7]=[C:8]([O:11][CH3:12])[C:9]=1[O:10][CH3:13])[CH:5]=[O:6], predict the reactants needed to synthesize it. The reactants are: [Br:1][C:2]1[CH:3]=[C:4]([CH:7]=[C:8]([O:11][CH3:12])[C:9]=1[OH:10])[CH:5]=[O:6].[C:13]([O-])([O-])=O.[K+].[K+].IC.